This data is from Full USPTO retrosynthesis dataset with 1.9M reactions from patents (1976-2016). The task is: Predict the reactants needed to synthesize the given product. (1) Given the product [C:25]([NH:28][C:29]1[CH:34]=[C:33]([C:2]2[CH:24]=[CH:23][CH:22]=[CH:21][C:3]=2[CH2:4][C:5]2[S:6][C:7]([CH2:17][C:18]([OH:20])=[O:19])=[C:8]([C:10]3[CH:15]=[CH:14][C:13]([F:16])=[CH:12][CH:11]=3)[N:9]=2)[CH:32]=[CH:31][CH:30]=1)(=[O:27])[CH3:26], predict the reactants needed to synthesize it. The reactants are: Br[C:2]1[CH:24]=[CH:23][CH:22]=[CH:21][C:3]=1[CH2:4][C:5]1[S:6][C:7]([CH2:17][C:18]([OH:20])=[O:19])=[C:8]([C:10]2[CH:15]=[CH:14][C:13]([F:16])=[CH:12][CH:11]=2)[N:9]=1.[C:25]([NH:28][C:29]1[CH:30]=[C:31](B(O)O)[CH:32]=[CH:33][CH:34]=1)(=[O:27])[CH3:26]. (2) Given the product [CH3:29][C:30]1[C:35]([B:36]2[O:40][C:39]([CH3:41])([CH3:42])[C:38]([CH3:44])([CH3:43])[O:37]2)=[CH:34][N:33]=[C:32]([NH2:45])[N:31]=1.[NH2:45][C:32]1[N:31]=[C:30]([CH3:29])[C:35]([C:2]2[N:3]=[C:4]([N:23]3[CH2:28][CH2:27][O:26][CH2:25][CH2:24]3)[C:5]3[S:10][C:9]([CH2:11][N:12]4[CH2:17][CH2:16][N:15]([C:18](=[O:22])[C@@H:19]([OH:21])[CH3:20])[CH2:14][CH2:13]4)=[CH:8][C:6]=3[N:7]=2)=[CH:34][N:33]=1, predict the reactants needed to synthesize it. The reactants are: Cl[C:2]1[N:3]=[C:4]([N:23]2[CH2:28][CH2:27][O:26][CH2:25][CH2:24]2)[C:5]2[S:10][C:9]([CH2:11][N:12]3[CH2:17][CH2:16][N:15]([C:18](=[O:22])[CH:19]([OH:21])[CH3:20])[CH2:14][CH2:13]3)=[CH:8][C:6]=2[N:7]=1.[CH3:29][C:30]1[C:35]([B:36]2[O:40][C:39]([CH3:42])([CH3:41])[C:38]([CH3:44])([CH3:43])[O:37]2)=[CH:34][N:33]=[C:32]([NH2:45])[N:31]=1. (3) The reactants are: [C:1]([C:3]1[CH:4]=[C:5]([C:9]2[CH:10]=[C:11]3[C:16]([NH:17][C@@H:18]([C:20]([F:23])([CH3:22])[CH3:21])[CH3:19])=[C:15]([C:24]([NH2:26])=[O:25])[CH:14]=[N:13][N:12]3[CH:27]=2)[CH:6]=[CH:7][CH:8]=1)#[N:2]. Given the product [NH2:2][CH2:1][C:3]1[CH:4]=[C:5]([C:9]2[CH:10]=[C:11]3[C:16]([NH:17][C@H:18]([CH3:19])[C:20]([F:23])([CH3:22])[CH3:21])=[C:15]([C:24]([NH2:26])=[O:25])[CH:14]=[N:13][N:12]3[CH:27]=2)[CH:6]=[CH:7][CH:8]=1, predict the reactants needed to synthesize it. (4) Given the product [CH3:18][O:19][C:20](=[O:32])[C@@H:21]([NH:24][C:25]([O:27][C:28]([CH3:30])([CH3:29])[CH3:31])=[O:26])[CH2:22][S:23][CH2:2][C:3]1[CH:8]=[CH:7][C:6]([NH2:9])=[CH:5][CH:4]=1, predict the reactants needed to synthesize it. The reactants are: Br[CH2:2][C:3]1[CH:8]=[CH:7][C:6]([N+:9]([O-])=O)=[CH:5][CH:4]=1.C(=O)([O-])[O-].[Cs+].[Cs+].[CH3:18][O:19][C:20](=[O:32])[CH:21]([NH:24][C:25]([O:27][C:28]([CH3:31])([CH3:30])[CH3:29])=[O:26])[CH2:22][SH:23].C(OCC)(=O)C. (5) Given the product [O:19]1[CH2:24][CH2:23][CH:22]([N:2]2[CH2:3][CH2:4][CH:5]([S:8]([C:11]3[CH:18]=[CH:17][C:14]([C:15]#[N:16])=[CH:13][CH:12]=3)(=[O:10])=[O:9])[CH2:6][CH2:7]2)[CH2:21][CH2:20]1, predict the reactants needed to synthesize it. The reactants are: Cl.[NH:2]1[CH2:7][CH2:6][CH:5]([S:8]([C:11]2[CH:18]=[CH:17][C:14]([C:15]#[N:16])=[CH:13][CH:12]=2)(=[O:10])=[O:9])[CH2:4][CH2:3]1.[O:19]1[CH2:24][CH2:23][C:22](=O)[CH2:21][CH2:20]1.C(N(CC)CC)C.C([BH3-])#N.[Na+]. (6) Given the product [C:23]([NH:26][C@H:27]1[C@H:36]([C@@H:37]([C@@H:39]([CH2:41][OH:42])[OH:40])[OH:38])[O:35][C:30]([OH:34])([C:31](=[O:32])[OH:33])[CH2:29][C@@H:28]1[OH:43])(=[O:25])[CH3:24], predict the reactants needed to synthesize it. The reactants are: C(N[C@H]1[C@@H](O)[C@H](O)[C@@H](CO)OC1O)(=O)C.C([O-])(=O)C(C)=O.[Na+].[C:23]([NH:26][C@H:27]1[C@H:36]([C@@H:37]([C@@H:39]([CH2:41][OH:42])[OH:40])[OH:38])[O:35][C:30]([OH:34])([C:31](=[O:33])[O-:32])[CH2:29][C@@H:28]1[OH:43])(=[O:25])[CH3:24].